The task is: Predict the product of the given reaction.. This data is from Forward reaction prediction with 1.9M reactions from USPTO patents (1976-2016). (1) Given the reactants [Cl:1][C:2]1[N:10]=[C:9]2[C:5]([N:6]=[C:7]([CH:17]=[O:18])[N:8]2[CH:11]2[CH2:16][CH2:15][CH2:14][CH2:13][O:12]2)=[C:4]([N:19]2[CH2:24][CH2:23][O:22][CH2:21][CH2:20]2)[N:3]=1.[BH4-].[Na+], predict the reaction product. The product is: [Cl:1][C:2]1[N:10]=[C:9]2[C:5]([N:6]=[C:7]([CH2:17][OH:18])[N:8]2[CH:11]2[CH2:16][CH2:15][CH2:14][CH2:13][O:12]2)=[C:4]([N:19]2[CH2:24][CH2:23][O:22][CH2:21][CH2:20]2)[N:3]=1. (2) Given the reactants [Cl:1][C:2]1[CH:7]=[CH:6][C:5]([OH:8])=[C:4]([CH:9]([CH2:11]O)[CH3:10])[CH:3]=1.C([SiH](CC)CC)C.B(F)(F)F.CCOCC, predict the reaction product. The product is: [Cl:1][C:2]1[CH:7]=[CH:6][C:5]([OH:8])=[C:4]([CH:9]([CH3:11])[CH3:10])[CH:3]=1. (3) Given the reactants [NH:1]1[CH2:4][CH:3]([CH2:5][NH:6][C:7]2[C:8]3[S:16][CH:15]=[CH:14][C:9]=3[N:10]=[C:11]([Cl:13])[N:12]=2)[CH2:2]1.C(N(CC)CC)C.[C:24](Cl)(=[O:27])[CH:25]=[CH2:26], predict the reaction product. The product is: [Cl:13][C:11]1[N:12]=[C:7]([NH:6][CH2:5][CH:3]2[CH2:4][N:1]([C:24](=[O:27])[CH:25]=[CH2:26])[CH2:2]2)[C:8]2[S:16][CH:15]=[CH:14][C:9]=2[N:10]=1. (4) Given the reactants CN(C(ON1N=NC2C=CC=NC1=2)=[N+](C)C)C.F[P-](F)(F)(F)(F)F.[CH:25]([C:28]1[S:29][C:30]([CH3:36])=[C:31]([C:33]([OH:35])=O)[N:32]=1)([CH3:27])[CH3:26].[O:37]1[C:42]2([CH2:47][CH2:46][N:45]([CH2:48][C:49]3[C:50]([F:58])=[C:51]([CH2:55][CH2:56][OH:57])[CH:52]=[CH:53][CH:54]=3)[CH2:44][CH2:43]2)[CH2:41][NH:40][CH2:39][CH2:38]1.C(N(CC)CC)C, predict the reaction product. The product is: [F:58][C:50]1[C:51]([CH2:55][CH2:56][OH:57])=[CH:52][CH:53]=[CH:54][C:49]=1[CH2:48][N:45]1[CH2:46][CH2:47][C:42]2([O:37][CH2:38][CH2:39][N:40]([C:33]([C:31]3[N:32]=[C:28]([CH:25]([CH3:26])[CH3:27])[S:29][C:30]=3[CH3:36])=[O:35])[CH2:41]2)[CH2:43][CH2:44]1. (5) Given the reactants [Cl:1][C:2]1[CH:9]=[C:8]([N:10]([CH3:12])[CH3:11])[CH:7]=[CH:6][C:3]=1[C:4]#[N:5].[H-].[H-].[H-].[H-].[Li+].[Al+3].II, predict the reaction product. The product is: [NH2:5][CH2:4][C:3]1[CH:6]=[CH:7][C:8]([N:10]([CH3:11])[CH3:12])=[CH:9][C:2]=1[Cl:1]. (6) Given the reactants [CH3:1][CH:2]1[CH2:6][CH2:5][CH2:4][NH:3]1.[CH2:7](N(CC)CC)C.Br[CH2:15][C:16]([O:18][CH3:19])=[O:17], predict the reaction product. The product is: [CH2:19]([O:18][C:16](=[O:17])[CH2:15][N:3]1[CH2:4][CH2:5][CH2:6][CH:2]1[CH3:1])[CH3:7]. (7) The product is: [Br:1][C:2]1[CH:3]=[CH:4][C:5]([Cl:11])=[C:6]([CH:10]=1)[C:7]([Cl:20])=[O:8]. Given the reactants [Br:1][C:2]1[CH:3]=[CH:4][C:5]([Cl:11])=[C:6]([CH:10]=1)[C:7](O)=[O:8].CN(C)C=O.C(Cl)(=O)C([Cl:20])=O, predict the reaction product. (8) Given the reactants [CH:1]1([NH:4][C:5]2[N:10]=[C:9]([NH:11][C:12]3[CH:17]=[CH:16][C:15]([O:18][CH3:19])=[CH:14][CH:13]=3)[C:8]([NH2:20])=[CH:7][N:6]=2)[CH2:3][CH2:2]1.[CH:21](=O)[C:22]1[CH:27]=[CH:26][CH:25]=[CH:24][CH:23]=1.[BH4-].[Na+].[C:31](C1NC=CN=1)(C1NC=CN=1)=[O:32], predict the reaction product. The product is: [CH2:21]([N:20]1[C:8]2[C:9](=[N:10][C:5]([NH:4][CH:1]3[CH2:3][CH2:2]3)=[N:6][CH:7]=2)[N:11]([C:12]2[CH:17]=[CH:16][C:15]([O:18][CH3:19])=[CH:14][CH:13]=2)[C:31]1=[O:32])[C:22]1[CH:27]=[CH:26][CH:25]=[CH:24][CH:23]=1. (9) Given the reactants [CH3:1][C:2]1[N:10]=[C:9]2[C:5]([N:6]=[CH:7][N:8]2C2CCCCO2)=[C:4]([C:17]2[C:18]([NH:34][C:35]3[C:36]4[CH:37]=[N:38][N:39](C5CCCCO5)[C:40]=4[CH:41]=[CH:42][CH:43]=3)=[N:19][CH:20]=[C:21]([CH2:23][C:24]3[CH:29]=[CH:28][C:27]([S:30]([CH3:33])(=[O:32])=[O:31])=[CH:26][CH:25]=3)[CH:22]=2)[N:3]=1.[C:50]([OH:56])([C:52]([F:55])([F:54])[F:53])=[O:51], predict the reaction product. The product is: [F:53][C:52]([F:55])([F:54])[C:50]([OH:56])=[O:51].[CH3:1][C:2]1[N:10]=[C:9]2[C:5]([N:6]=[CH:7][NH:8]2)=[C:4]([C:17]2[C:18]([NH:34][C:35]3[C:36]4[CH:37]=[N:38][NH:39][C:40]=4[CH:41]=[CH:42][CH:43]=3)=[N:19][CH:20]=[C:21]([CH2:23][C:24]3[CH:25]=[CH:26][C:27]([S:30]([CH3:33])(=[O:32])=[O:31])=[CH:28][CH:29]=3)[CH:22]=2)[N:3]=1. (10) Given the reactants F[C:2]1[CH:9]=[CH:8][CH:7]=[CH:6][C:3]=1[C:4]#[N:5].[CH2:10]([NH2:14])[CH2:11][CH2:12][CH3:13], predict the reaction product. The product is: [CH2:10]([NH:14][C:2]1[CH:9]=[CH:8][CH:7]=[CH:6][C:3]=1[C:4]#[N:5])[CH2:11][CH2:12][CH3:13].